This data is from Reaction yield outcomes from USPTO patents with 853,638 reactions. The task is: Predict the reaction yield, written as a fraction of the theoretical maximum amount of product (1.0 means a 100% yield; for example, 0.34 means a 34% yield). (1) The yield is 1.00. The reactants are [OH:1][C:2]1[CH:11]=[CH:10][C:5]([C:6]([O:8][CH3:9])=[O:7])=[CH:4][CH:3]=1.[I-].[Na+].C(=O)([O-])[O-].[K+].[K+].Cl[CH2:21][C:22]#[N:23].Cl. The product is [C:22]([CH2:21][O:1][C:2]1[CH:3]=[CH:4][C:5]([C:6]([O:8][CH3:9])=[O:7])=[CH:10][CH:11]=1)#[N:23]. The catalyst is CC(C)=O.O. (2) The product is [CH3:16][O:15][C:11]1[CH:10]=[CH:9][C:8]([NH:7][C:2]2[S:3][CH:4]=[CH:5][N:6]=2)=[CH:13][C:12]=1[OH:14]. The yield is 0.620. The catalyst is CCO. The reactants are Br[C:2]1[S:3][CH:4]=[CH:5][N:6]=1.[NH2:7][C:8]1[CH:9]=[CH:10][C:11]([O:15][CH3:16])=[C:12]([OH:14])[CH:13]=1.Cl. (3) The reactants are Cl.[NH:2]1[CH2:7][CH2:6][CH:5]([C:8]2[C:9](=[O:18])[NH:10][C:11]3[C:16]([CH:17]=2)=[CH:15][CH:14]=[CH:13][CH:12]=3)[CH2:4][CH2:3]1.[Cl:19][C:20]1[C:28]2[NH:27][N:26]=[CH:25][C:24]=2[C:23]2[CH2:29][N:30]([CH2:55][C:56]([CH3:59])([CH3:58])[CH3:57])[C:31](=[O:54])[C@H:32]([CH2:34][C:35](=[O:53])N3CCC(N4CC5C(=CC=CC=5)NC4=O)CC3)[CH2:33][C:22]=2[CH:21]=1. No catalyst specified. The product is [Cl:19][C:20]1[C:28]2[NH:27][N:26]=[CH:25][C:24]=2[C:23]2[CH2:29][N:30]([CH2:55][C:56]([CH3:59])([CH3:58])[CH3:57])[C:31](=[O:54])[C@H:32]([CH2:34][C:35](=[O:53])[N:2]3[CH2:3][CH2:4][CH:5]([C:8]4[C:9](=[O:18])[NH:10][C:11]5[C:16]([CH:17]=4)=[CH:15][CH:14]=[CH:13][CH:12]=5)[CH2:6][CH2:7]3)[CH2:33][C:22]=2[CH:21]=1. The yield is 0.460.